The task is: Predict the product of the given reaction.. This data is from Forward reaction prediction with 1.9M reactions from USPTO patents (1976-2016). The product is: [Cl:57][C:44]1[CH:43]=[C:42]2[C:47](=[CH:46][C:45]=1[CH2:48][C:49]1[CH:50]=[CH:51][C:52]([CH2:55][CH3:56])=[CH:53][CH:54]=1)[C@:10]1([C@H:9]([OH:8])[C@@H:14]([OH:15])[C@H:13]([OH:23])[C@@H:12]([CH2:31][OH:32])[O:11]1)[CH2:40][CH2:41]2. Given the reactants C([O:8][C@@H:9]1[C@@H:14]([O:15]CC2C=CC=CC=2)[C@H:13]([O:23]CC2C=CC=CC=2)[C@@H:12]([CH2:31][O:32]CC2C=CC=CC=2)[O:11][C@:10]21[C:47]1[C:42](=[CH:43][C:44]([Cl:57])=[C:45]([CH2:48][C:49]3[CH:54]=[CH:53][C:52]([CH2:55][CH3:56])=[CH:51][CH:50]=3)[CH:46]=1)[CH2:41][CH2:40]2)C1C=CC=CC=1, predict the reaction product.